Dataset: M1 muscarinic receptor antagonist screen with 61,756 compounds. Task: Binary Classification. Given a drug SMILES string, predict its activity (active/inactive) in a high-throughput screening assay against a specified biological target. (1) The compound is Brc1sc(S(=O)(=O)NCC(O)=O)cc1. The result is 0 (inactive). (2) The compound is o1cc(C2C3CN(CC=C3C(=C(N)C2(C#N)C#N)C#N)C(=O)C)cc1. The result is 0 (inactive). (3) The compound is S(=O)(=O)(NCCSc1n(nnn1)c1cc(c(cc1)C)C)c1ccccc1. The result is 0 (inactive).